This data is from NCI-60 drug combinations with 297,098 pairs across 59 cell lines. The task is: Regression. Given two drug SMILES strings and cell line genomic features, predict the synergy score measuring deviation from expected non-interaction effect. (1) Drug 1: CC1=C2C(C(=O)C3(C(CC4C(C3C(C(C2(C)C)(CC1OC(=O)C(C(C5=CC=CC=C5)NC(=O)C6=CC=CC=C6)O)O)OC(=O)C7=CC=CC=C7)(CO4)OC(=O)C)O)C)OC(=O)C. Drug 2: CCC1=C2CN3C(=CC4=C(C3=O)COC(=O)C4(CC)O)C2=NC5=C1C=C(C=C5)O. Cell line: TK-10. Synergy scores: CSS=13.4, Synergy_ZIP=-5.44, Synergy_Bliss=-4.47, Synergy_Loewe=-3.07, Synergy_HSA=-2.90. (2) Drug 1: C(=O)(N)NO. Drug 2: CNC(=O)C1=NC=CC(=C1)OC2=CC=C(C=C2)NC(=O)NC3=CC(=C(C=C3)Cl)C(F)(F)F. Cell line: SW-620. Synergy scores: CSS=-19.8, Synergy_ZIP=12.1, Synergy_Bliss=-1.53, Synergy_Loewe=-23.0, Synergy_HSA=-21.3. (3) Drug 1: CC=C1C(=O)NC(C(=O)OC2CC(=O)NC(C(=O)NC(CSSCCC=C2)C(=O)N1)C(C)C)C(C)C. Drug 2: CCCCC(=O)OCC(=O)C1(CC(C2=C(C1)C(=C3C(=C2O)C(=O)C4=C(C3=O)C=CC=C4OC)O)OC5CC(C(C(O5)C)O)NC(=O)C(F)(F)F)O. Cell line: SW-620. Synergy scores: CSS=45.2, Synergy_ZIP=-2.01, Synergy_Bliss=-2.06, Synergy_Loewe=-1.28, Synergy_HSA=0.251. (4) Drug 1: C1CC(C1)(C(=O)O)C(=O)O.[NH2-].[NH2-].[Pt+2]. Drug 2: CC(C)NC(=O)C1=CC=C(C=C1)CNNC.Cl. Cell line: HT29. Synergy scores: CSS=0.0770, Synergy_ZIP=1.42, Synergy_Bliss=1.67, Synergy_Loewe=-3.47, Synergy_HSA=-2.38. (5) Drug 1: CC(C1=C(C=CC(=C1Cl)F)Cl)OC2=C(N=CC(=C2)C3=CN(N=C3)C4CCNCC4)N. Drug 2: CC12CCC(CC1=CCC3C2CCC4(C3CC=C4C5=CN=CC=C5)C)O. Cell line: SW-620. Synergy scores: CSS=15.3, Synergy_ZIP=0.885, Synergy_Bliss=9.44, Synergy_Loewe=4.66, Synergy_HSA=7.39. (6) Drug 1: CC1=CC2C(CCC3(C2CCC3(C(=O)C)OC(=O)C)C)C4(C1=CC(=O)CC4)C. Drug 2: C1=CC(=CC=C1C#N)C(C2=CC=C(C=C2)C#N)N3C=NC=N3. Cell line: HS 578T. Synergy scores: CSS=-10.1, Synergy_ZIP=5.53, Synergy_Bliss=5.40, Synergy_Loewe=-2.28, Synergy_HSA=-0.620.